Binary Classification. Given a miRNA mature sequence and a target amino acid sequence, predict their likelihood of interaction. From a dataset of Experimentally validated miRNA-target interactions with 360,000+ pairs, plus equal number of negative samples. (1) The miRNA is mmu-miR-1949 with sequence CUAUACCAGGAUGUCAGCAUAGUU. The protein sequence of the target gene is MPRYYEDKPEGGACAGVKEDLGACLLQSACVLQEGKSPRQCLKEGNCRALQYSFFECKRSMLDARSRFRGRKGY. Result: 1 (interaction). (2) The miRNA is hsa-miR-329-3p with sequence AACACACCUGGUUAACCUCUUU. The protein sequence of the target gene is MTSRFGKTYSRKGGNGSSKFDEVFSNKRTTLSTKWGETTFMAKLGQKRPNFKPDIQEIPKKPKVEEESTGDPFGFDSDDESLPVSSKNLAQVKCSSYSESSEAAQLEEVTSVLEANSKISHVVVEDTVVSDKCFPLEDTLLGKEKSTNRIVEDDASISSCNKLITSDKVENFHEEHEKNSHHIHKNADDSTKKPNAETTVASEIKETNDTWNSQFGKRPESPSEISPIKGSVRTGLFEWDNDFEDIRSEDCILSLDSDPLLEMKDDDFKNRLENLNEAIEEDIVQSVLRPTNCRTYCRAN.... Result: 1 (interaction). (3) The miRNA is hsa-miR-7-5p with sequence UGGAAGACUAGUGAUUUUGUUGUU. The protein sequence of the target gene is MFLSKPSVYICLFTCVLQLSHSWSVNNFLMTGPKAYLIYSSSVAAGAQSGIEECKYQFAWDRWNCPERALQLSSHGGLRSANRETAFVHAISSAGVMYTLTRNCSLGDFDNCGCDDSRNGQLGGQGWLWGGCSDNVGFGEAISKQFVDALETGQDARAAMNLHNNEAGRKAVKGTMKRTCKCHGVSGSCTTQTCWLQLPEFREVGAHLKEKYHAALKVDLLQGAGNSAAGRGAIADTFRSISTRELVHLEDSPDYCLENKTLGLLGTEGRECLRRGRALGRWERRSCRRLCGDCGLAVEE.... Result: 1 (interaction).